Dataset: Buchwald-Hartwig C-N cross coupling reaction yields with 55,370 reactions. Task: Predict the reaction yield, written as a fraction of the theoretical maximum amount of product (1.0 means a 100% yield; for example, 0.34 means a 34% yield). (1) The yield is 0.117. The reactants are Ic1cccnc1.Cc1ccc(N)cc1.O=S(=O)(O[Pd]1c2ccccc2-c2ccccc2N~1)C(F)(F)F.CC(C)c1cc(C(C)C)c(-c2ccccc2P(C(C)(C)C)C(C)(C)C)c(C(C)C)c1.CCN=P(N=P(N(C)C)(N(C)C)N(C)C)(N(C)C)N(C)C.c1ccc2nocc2c1. No catalyst specified. The product is Cc1ccc(Nc2cccnc2)cc1. (2) The yield is 0.162. The product is CCc1ccc(Nc2ccc(C)cc2)cc1. No catalyst specified. The reactants are CCc1ccc(Cl)cc1.Cc1ccc(N)cc1.O=S(=O)(O[Pd]1c2ccccc2-c2ccccc2N~1)C(F)(F)F.CC(C)c1cc(C(C)C)c(-c2ccccc2P(C(C)(C)C)C(C)(C)C)c(C(C)C)c1.CN1CCCN2CCCN=C12.c1ccc(-c2cnoc2)cc1. (3) The reactants are Ic1cccnc1.Cc1ccc(N)cc1.O=S(=O)(O[Pd]1c2ccccc2-c2ccccc2N~1)C(F)(F)F.COc1ccc(OC)c(P([C@]23C[C@H]4C[C@H](C[C@H](C4)C2)C3)[C@]23C[C@H]4C[C@H](C[C@H](C4)C2)C3)c1-c1c(C(C)C)cc(C(C)C)cc1C(C)C.CN(C)C(=NC(C)(C)C)N(C)C.COC(=O)c1cc(-c2ccco2)on1. No catalyst specified. The product is Cc1ccc(Nc2cccnc2)cc1. The yield is 0.572.